This data is from Reaction yield outcomes from USPTO patents with 853,638 reactions. The task is: Predict the reaction yield, written as a fraction of the theoretical maximum amount of product (1.0 means a 100% yield; for example, 0.34 means a 34% yield). (1) The reactants are C1C=C(Cl)C=C(C(OO)=[O:9])C=1.[F:12][C:13]1[CH:14]=[C:15]([CH:26]=[C:27]([F:29])[CH:28]=1)[CH2:16][O:17][C:18]1[CH:19]=[N:20][CH:21]=[C:22]([CH:25]=1)[C:23]#[N:24]. The catalyst is C(#N)C. The product is [C:23]([C:22]1[CH:21]=[N+:20]([O-:9])[CH:19]=[C:18]([O:17][CH2:16][C:15]2[CH:26]=[C:27]([F:29])[CH:28]=[C:13]([F:12])[CH:14]=2)[CH:25]=1)#[N:24]. The yield is 0.750. (2) The reactants are [Br:1][C:2]1[CH:7]=[CH:6][C:5]([CH:8]2[S:14][CH2:13][C:12]([CH3:15])=[N:11][C:10]3[N:16]([CH3:25])[N:17]=[C:18]([C:19]4[CH:24]=[CH:23][CH:22]=[CH:21][N:20]=4)[C:9]2=3)=[C:4]([CH3:26])[CH:3]=1.C(O)(=O)C. The catalyst is ClCCCl. The product is [Br:1][C:2]1[CH:7]=[CH:6][C:5]([CH:8]2[S:14][CH2:13][CH:12]([CH3:15])[NH:11][C:10]3[N:16]([CH3:25])[N:17]=[C:18]([C:19]4[CH:24]=[CH:23][CH:22]=[CH:21][N:20]=4)[C:9]2=3)=[C:4]([CH3:26])[CH:3]=1. The yield is 0.850. (3) The reactants are [CH2:1]([C:3]([C:21]1[CH:32]=[CH:31][C:24]([C:25](N(OC)C)=[O:26])=[C:23]([CH3:33])[CH:22]=1)([C:6]1[CH:11]=[CH:10][C:9]([O:12][CH2:13][CH:14]([OH:19])[C:15]([CH3:18])([CH3:17])[CH3:16])=[C:8]([CH3:20])[CH:7]=1)[CH2:4][CH3:5])[CH3:2].C1COCC1.C1COCC1.[H-].[H-].[H-].[H-].[Li+].[Al+3]. The catalyst is CCOCC. The product is [CH2:1]([C:3]([C:21]1[CH:32]=[CH:31][C:24]([CH:25]=[O:26])=[C:23]([CH3:33])[CH:22]=1)([C:6]1[CH:11]=[CH:10][C:9]([O:12][CH2:13][CH:14]([OH:19])[C:15]([CH3:17])([CH3:18])[CH3:16])=[C:8]([CH3:20])[CH:7]=1)[CH2:4][CH3:5])[CH3:2]. The yield is 0.670. (4) The reactants are [C:1]([O:5][C:6](=[O:25])[N:7]([CH2:9][C:10]1[CH:14]=[C:13](Br)[N:12]([S:16]([C:19]2[CH:20]=[N:21][CH:22]=[CH:23][CH:24]=2)(=[O:18])=[O:17])[CH:11]=1)[CH3:8])([CH3:4])([CH3:3])[CH3:2].[CH3:26][C:27]1[CH:32]=[CH:31][CH:30]=[CH:29][C:28]=1B(O)O.C(=O)([O-])[O-].[Na+].[Na+]. The catalyst is COCCOC.O.C1C=CC([P]([Pd]([P](C2C=CC=CC=2)(C2C=CC=CC=2)C2C=CC=CC=2)([P](C2C=CC=CC=2)(C2C=CC=CC=2)C2C=CC=CC=2)[P](C2C=CC=CC=2)(C2C=CC=CC=2)C2C=CC=CC=2)(C2C=CC=CC=2)C2C=CC=CC=2)=CC=1. The product is [CH3:8][N:7]([CH2:9][C:10]1[CH:14]=[C:13]([C:28]2[CH:29]=[CH:30][CH:31]=[CH:32][C:27]=2[CH3:26])[N:12]([S:16]([C:19]2[CH:20]=[N:21][CH:22]=[CH:23][CH:24]=2)(=[O:18])=[O:17])[CH:11]=1)[C:6](=[O:25])[O:5][C:1]([CH3:4])([CH3:3])[CH3:2]. The yield is 0.680. (5) The reactants are [CH2:1]([S:4][C:5]1[N:13]=[C:12]2[C:8]([N:9]=[CH:10][N:11]2[C@@H:14]2[O:26][C@H:25]([CH2:27][O:28]C(=O)C)[C@@H:20]([O:21]C(=O)C)[C@H:15]2[O:16]C(=O)C)=[C:7](Cl)[N:6]=1)[CH2:2][CH3:3].[CH2:33]([NH2:40])[C:34]1[CH:39]=[CH:38][CH:37]=[CH:36][CH:35]=1. No catalyst specified. The product is [CH2:1]([S:4][C:5]1[N:13]=[C:12]2[C:8]([N:9]=[CH:10][N:11]2[C@@H:14]2[O:26][C@H:25]([CH2:27][OH:28])[C@@H:20]([OH:21])[C@H:15]2[OH:16])=[C:7]([NH:40][CH2:33][C:34]2[CH:39]=[CH:38][CH:37]=[CH:36][CH:35]=2)[N:6]=1)[CH2:2][CH3:3]. The yield is 0.790. (6) The reactants are Cl[CH2:2][C:3]1[N:4]=[C:5]([C:8]2[CH:13]=[CH:12][C:11]([O:14][CH2:15][CH2:16][CH2:17]Cl)=[CH:10][CH:9]=2)[S:6][CH:7]=1.[NH:19]1[CH2:23][CH2:22][CH2:21][CH2:20]1.C(=O)([O-])[O-].[K+].[K+].[I-].[Na+]. The catalyst is C(#N)C.ClCCl. The product is [N:19]1([CH2:2][C:3]2[N:4]=[C:5]([C:8]3[CH:13]=[CH:12][C:11]([O:14][CH2:15][CH2:16][CH2:17][N:19]4[CH2:23][CH2:22][CH2:21][CH2:20]4)=[CH:10][CH:9]=3)[S:6][CH:7]=2)[CH2:23][CH2:22][CH2:21][CH2:20]1. The yield is 0.130. (7) The reactants are [CH:1]([O:14][C:15]1[C:24]2[N:23]=[CH:22][CH:21]=[N:20][C:19]=2[C:18]([O:25][CH3:26])=[C:17]2[C:27](=[O:39])[N:28]([CH2:31][C:32]3[CH:37]=[CH:36][C:35]([F:38])=[CH:34][CH:33]=3)[C:29](=[O:30])[C:16]=12)([C:8]1[CH:13]=[CH:12][CH:11]=[CH:10][CH:9]=1)[C:2]1[CH:7]=[CH:6][CH:5]=[CH:4][CH:3]=1.CO.[BH4-].[Na+]. The catalyst is C(Cl)Cl. The product is [CH:1]([O:14][C:15]1[C:24]2[N:23]=[CH:22][CH:21]=[N:20][C:19]=2[C:18]([O:25][CH3:26])=[C:17]2[CH:27]([OH:39])[N:28]([CH2:31][C:32]3[CH:37]=[CH:36][C:35]([F:38])=[CH:34][CH:33]=3)[C:29](=[O:30])[C:16]=12)([C:8]1[CH:9]=[CH:10][CH:11]=[CH:12][CH:13]=1)[C:2]1[CH:7]=[CH:6][CH:5]=[CH:4][CH:3]=1. The yield is 0.340.